Dataset: Reaction yield outcomes from USPTO patents with 853,638 reactions. Task: Predict the reaction yield, written as a fraction of the theoretical maximum amount of product (1.0 means a 100% yield; for example, 0.34 means a 34% yield). The reactants are Br[C:2]1[N:7]2[N:8]=[C:9]([NH2:11])[N:10]=[C:6]2[CH:5]=[CH:4][CH:3]=1.[CH3:12][CH:13]([C:15]1[CH:16]=[C:17](B(O)O)[CH:18]=[CH:19][CH:20]=1)[CH3:14]. The catalyst is C(#N)C.C(=O)([O-])[O-].[Na+].[Na+].Cl[Pd](Cl)([P](C1C=CC=CC=1)(C1C=CC=CC=1)C1C=CC=CC=1)[P](C1C=CC=CC=1)(C1C=CC=CC=1)C1C=CC=CC=1. The product is [CH3:12][CH:13]([C:15]1[CH:20]=[C:19]([C:2]2[N:7]3[N:8]=[C:9]([NH2:11])[N:10]=[C:6]3[CH:5]=[CH:4][CH:3]=2)[CH:18]=[CH:17][CH:16]=1)[CH3:14]. The yield is 0.630.